This data is from hERG potassium channel inhibition data for cardiac toxicity prediction from Karim et al.. The task is: Regression/Classification. Given a drug SMILES string, predict its toxicity properties. Task type varies by dataset: regression for continuous values (e.g., LD50, hERG inhibition percentage) or binary classification for toxic/non-toxic outcomes (e.g., AMES mutagenicity, cardiotoxicity, hepatotoxicity). Dataset: herg_karim. (1) The result is 0 (non-blocker). The compound is CCn1nnc(CN2CCN(C(=O)c3ccc(C[C@@H]4CC[C@H]([C@H](O)c5ccccc5)N4)cc3)CC2)n1. (2) The drug is CC1=C(C/C=C(/C)CCCC(C)CCCC(C)CCCC(C)C)C(=O)c2ccccc2C1=O. The result is 1 (blocker). (3) The drug is COc1ccc(CC(=O)NCc2ccccc2-c2ccccc2C(=O)NCc2ccc(F)cc2F)cc1. The result is 0 (non-blocker). (4) The molecule is CCOC(=O)N1CCC(CN2CCC3(CC2)OC(=O)N(C)c2ncccc23)CC1. The result is 1 (blocker).